Task: Predict which catalyst facilitates the given reaction.. Dataset: Catalyst prediction with 721,799 reactions and 888 catalyst types from USPTO Reactant: Cl[CH2:2][C:3]1[N:4]=[C:5]([CH:8]2[CH2:13][CH2:12][N:11]([C:14]([O:16][C:17]([CH3:20])([CH3:19])[CH3:18])=[O:15])[CH2:10][CH2:9]2)[S:6][CH:7]=1.[CH3:21][NH:22][C@H:23]1[C:32]2[C:27](=[CH:28][CH:29]=[CH:30][CH:31]=2)[CH2:26][CH2:25][CH2:24]1.C(=O)([O-])[O-].[K+].[K+]. Product: [CH3:21][N:22]([CH2:2][C:3]1[N:4]=[C:5]([CH:8]2[CH2:13][CH2:12][N:11]([C:14]([O:16][C:17]([CH3:20])([CH3:19])[CH3:18])=[O:15])[CH2:10][CH2:9]2)[S:6][CH:7]=1)[C@H:23]1[C:32]2[C:27](=[CH:28][CH:29]=[CH:30][CH:31]=2)[CH2:26][CH2:25][CH2:24]1. The catalyst class is: 10.